This data is from Reaction yield outcomes from USPTO patents with 853,638 reactions. The task is: Predict the reaction yield, written as a fraction of the theoretical maximum amount of product (1.0 means a 100% yield; for example, 0.34 means a 34% yield). (1) The reactants are FC(F)(F)C1C=C(NC(=O)NC2C=CC(C3SC(CCC(O)=O)=NC=3)=CC=2)C=CC=1.[C:31]1([CH3:59])[CH:36]=[CH:35][C:34]([NH:37][C:38](=[O:58])[NH:39][C:40]2[CH:45]=[CH:44][C:43]([C:46]3[S:50][C:49]([CH2:51][CH2:52][CH2:53][C:54]([O:56]C)=[O:55])=[N:48][N:47]=3)=[CH:42][CH:41]=2)=[CH:33][CH:32]=1. No catalyst specified. The product is [C:31]1([CH3:59])[CH:32]=[CH:33][C:34]([NH:37][C:38](=[O:58])[NH:39][C:40]2[CH:45]=[CH:44][C:43]([C:46]3[S:50][C:49]([CH2:51][CH2:52][CH2:53][C:54]([OH:56])=[O:55])=[N:48][N:47]=3)=[CH:42][CH:41]=2)=[CH:35][CH:36]=1. The yield is 0.940. (2) The reactants are [CH:1]([C:3]1[CH:4]=[C:5]2[C:9](=[CH:10][CH:11]=1)[C:8](=O)[CH2:7][CH2:6]2)=[CH2:2].Cl.[NH2:14][OH:15].C([O-])(=O)C.[Na+]. The catalyst is CO. The product is [CH:1]([C:3]1[CH:4]=[C:5]2[C:9](=[CH:10][CH:11]=1)/[C:8](=[N:14]/[OH:15])/[CH2:7][CH2:6]2)=[CH2:2]. The yield is 0.980.